Dataset: Forward reaction prediction with 1.9M reactions from USPTO patents (1976-2016). Task: Predict the product of the given reaction. (1) Given the reactants Br[C:2]1[CH:3]=[C:4]2[C:8](=[CH:9][CH:10]=1)[NH:7][C:6]([C:11]([O:13][CH2:14][CH3:15])=[O:12])=[CH:5]2.[CH3:16][C:17]1([CH3:33])[C:21]([CH3:23])([CH3:22])[O:20][B:19]([B:19]2[O:20][C:21]([CH3:23])([CH3:22])[C:17]([CH3:33])([CH3:16])[O:18]2)[O:18]1.C([O-])(=O)C.[K+], predict the reaction product. The product is: [CH3:16][C:17]1([CH3:33])[C:21]([CH3:23])([CH3:22])[O:20][B:19]([C:2]2[CH:3]=[C:4]3[C:8](=[CH:9][CH:10]=2)[NH:7][C:6]([C:11]([O:13][CH2:14][CH3:15])=[O:12])=[CH:5]3)[O:18]1. (2) Given the reactants C(=O)([O-])[O-].[Li+].[Li+].[Cl-].[Na+].[Cl:9][C:10]1(Cl)[CH2:15][CH2:14][CH2:13][N:12]([C:16]2[CH:21]=[CH:20][C:19]([I:22])=[CH:18][CH:17]=2)[C:11]1=[O:23].CN(C)C=O, predict the reaction product. The product is: [Cl:9][C:10]1[C:11](=[O:23])[N:12]([C:16]2[CH:21]=[CH:20][C:19]([I:22])=[CH:18][CH:17]=2)[CH2:13][CH2:14][CH:15]=1.